Dataset: Forward reaction prediction with 1.9M reactions from USPTO patents (1976-2016). Task: Predict the product of the given reaction. (1) Given the reactants [C:1]([O:5][C:6](=[O:30])[CH2:7][CH2:8][CH2:9][O:10][C:11]1[CH:16]=[CH:15][CH:14]=[C:13]([CH3:17])[C:12]=1[N:18]([C:20](=[O:29])[C:21]1[CH:26]=[CH:25][C:24]([Cl:27])=[C:23](Br)[CH:22]=1)[CH3:19])([CH3:4])([CH3:3])[CH3:2].[B:31]1([B:31]2[O:35][C:34]([CH3:37])([CH3:36])[C:33]([CH3:39])([CH3:38])[O:32]2)[O:35][C:34]([CH3:37])([CH3:36])[C:33]([CH3:39])([CH3:38])[O:32]1.C([O-])(=O)C.[K+], predict the reaction product. The product is: [C:1]([O:5][C:6](=[O:30])[CH2:7][CH2:8][CH2:9][O:10][C:11]1[CH:16]=[CH:15][CH:14]=[C:13]([CH3:17])[C:12]=1[N:18]([C:20](=[O:29])[C:21]1[CH:26]=[CH:25][C:24]([Cl:27])=[C:23]([B:31]2[O:35][C:34]([CH3:37])([CH3:36])[C:33]([CH3:39])([CH3:38])[O:32]2)[CH:22]=1)[CH3:19])([CH3:4])([CH3:3])[CH3:2]. (2) Given the reactants Cl[C:2]1[CH:7]=[C:6]([N:8]2[CH2:13][CH2:12][N:11]([CH3:14])[CH2:10][CH2:9]2)[CH:5]=[C:4]([NH:15][CH2:16][C:17]2[CH:22]=[CH:21][C:20]([O:23][CH3:24])=[CH:19][CH:18]=2)[N:3]=1.[Br-].[CH:26]12[CH2:35][CH:30]3[CH2:31][CH:32]([CH2:34][CH:28]([CH2:29]3)[CH:27]1[Zn+])[CH2:33]2, predict the reaction product. The product is: [CH:26]12[CH2:35][CH:30]3[CH2:31][CH:32]([CH2:34][CH:28]([CH2:29]3)[CH:27]1[C:2]1[CH:7]=[C:6]([N:8]3[CH2:13][CH2:12][N:11]([CH3:14])[CH2:10][CH2:9]3)[CH:5]=[C:4]([NH:15][CH2:16][C:17]3[CH:22]=[CH:21][C:20]([O:23][CH3:24])=[CH:19][CH:18]=3)[N:3]=1)[CH2:33]2. (3) Given the reactants [C:1]([O:5][C:6](=[O:26])[NH:7][C:8]1([CH3:25])[CH2:11][N:10](C(C2C=CC=CC=2)C2C=CC=CC=2)[CH2:9]1)([CH3:4])([CH3:3])[CH3:2], predict the reaction product. The product is: [CH3:25][C:8]1([NH:7][C:6](=[O:26])[O:5][C:1]([CH3:4])([CH3:3])[CH3:2])[CH2:9][NH:10][CH2:11]1. (4) Given the reactants [Cl:1][C:2]1[CH:7]=[CH:6][CH:5]=[C:4]([Cl:8])[C:3]=1[NH:9][C:10]1[CH:15]=[CH:14][CH:13]=[CH:12][C:11]=1[CH2:16][C:17]([O:19][C:20]1[CH:37]=[CH:36][C:23]([C:24]([O:26][CH2:27][CH:28]2CCOC(C)(C)[O:29]2)=[O:25])=[CH:22][CH:21]=1)=[O:18].[C:38](O)(=[O:40])C, predict the reaction product. The product is: [Cl:8][C:4]1[CH:5]=[CH:6][CH:7]=[C:2]([Cl:1])[C:3]=1[NH:9][C:10]1[CH:15]=[CH:14][CH:13]=[CH:12][C:11]=1[CH2:16][C:17]([O:19][C:20]1[CH:21]=[CH:22][C:23]([C:24]([O:26][CH2:27][CH:28]([OH:29])[CH2:38][OH:40])=[O:25])=[CH:36][CH:37]=1)=[O:18]. (5) Given the reactants [Cl:1][C:2]1[CH:22]=[CH:21][C:5]([O:6][CH:7]2[CH2:12][CH2:11][N:10](C(OC(C)(C)C)=O)[CH:9]([CH3:20])[CH2:8]2)=[CH:4][CH:3]=1.Cl, predict the reaction product. The product is: [ClH:1].[Cl:1][C:2]1[CH:22]=[CH:21][C:5]([O:6][CH:7]2[CH2:12][CH2:11][NH:10][CH:9]([CH3:20])[CH2:8]2)=[CH:4][CH:3]=1. (6) Given the reactants [CH2:1]([C@@H:5]1[NH:10][CH2:9][C@H:8]([CH2:11][CH:12]([CH3:14])[CH3:13])[NH:7][C:6]1=[O:15])[CH:2]([CH3:4])[CH3:3].[F:16][C:17]1[CH:18]=[C:19]([C@@H:24]2[CH2:26][C@H:25]2[C:27](O)=[O:28])[CH:20]=[CH:21][C:22]=1[F:23].C([C@@H]1N(C(=O)/C=C/C2C=CC=CC=2)C[C@H](CC(C)C)NC1=O)C(C)C, predict the reaction product. The product is: [F:16][C:17]1[CH:18]=[C:19]([C@@H:24]2[CH2:26][C@H:25]2[C:27]([N:10]2[CH2:9][C@H:8]([CH2:11][CH:12]([CH3:14])[CH3:13])[NH:7][C:6](=[O:15])[C@@H:5]2[CH2:1][CH:2]([CH3:4])[CH3:3])=[O:28])[CH:20]=[CH:21][C:22]=1[F:23]. (7) Given the reactants [Cl-].[Al+3].[Cl-].[Cl-].[CH3:5][CH:6]([CH2:11][C:12]([CH3:15])([CH3:14])[CH3:13])[CH2:7][C:8](Cl)=[O:9].[CH:16]1[CH:21]=[CH:20][CH:19]=[CH:18][CH:17]=1, predict the reaction product. The product is: [CH3:5][CH:6]([CH2:11][C:12]([CH3:15])([CH3:14])[CH3:13])[CH2:7][C:8]([C:16]1[CH:21]=[CH:20][CH:19]=[CH:18][CH:17]=1)=[O:9].